This data is from Reaction yield outcomes from USPTO patents with 853,638 reactions. The task is: Predict the reaction yield, written as a fraction of the theoretical maximum amount of product (1.0 means a 100% yield; for example, 0.34 means a 34% yield). (1) The reactants are [C:1]([C:5]1[N:10]=[C:9](Cl)[C:8]([C:12]#[N:13])=[CH:7][CH:6]=1)([CH3:4])([CH3:3])[CH3:2].[CH3:14][C:15]1[CH:20]=[C:19]([CH3:21])[CH:18]=[C:17]([CH3:22])[C:16]=1[OH:23].C([O-])([O-])=O.[K+].[K+].CN(C)C=O. The catalyst is O. The product is [C:1]([C:5]1[N:10]=[C:9]([O:23][C:16]2[C:17]([CH3:22])=[CH:18][C:19]([CH3:21])=[CH:20][C:15]=2[CH3:14])[C:8]([C:12]#[N:13])=[CH:7][CH:6]=1)([CH3:4])([CH3:3])[CH3:2]. The yield is 0.840. (2) The reactants are [OH:1][CH2:2][C:3]1[C:4]([CH3:20])=[C:5]([O:10][CH2:11][C:12]2[CH:19]=[CH:18][C:15]([C:16]#[N:17])=[CH:14][CH:13]=2)[C:6]([CH3:9])=[N:7][CH:8]=1. The catalyst is C1(C)C=CC=CC=1.[O-2].[O-2].[Mn+4]. The product is [CH:2]([C:3]1[C:4]([CH3:20])=[C:5]([O:10][CH2:11][C:12]2[CH:19]=[CH:18][C:15]([C:16]#[N:17])=[CH:14][CH:13]=2)[C:6]([CH3:9])=[N:7][CH:8]=1)=[O:1]. The yield is 0.650. (3) The reactants are [CH3:1][C:2]1[N:3]=[CH:4][NH:5][CH:6]=1.F[C:8]1[CH:13]=[C:12]([C:14]([F:17])([F:16])[F:15])[CH:11]=[C:10]([N+:18]([O-:20])=[O:19])[CH:9]=1.C([O-])([O-])=O.[Cs+].[Cs+]. The catalyst is CN(C=O)C. The product is [CH3:1][C:2]1[N:3]=[CH:4][N:5]([C:8]2[CH:13]=[C:12]([C:14]([F:16])([F:17])[F:15])[CH:11]=[C:10]([N+:18]([O-:20])=[O:19])[CH:9]=2)[CH:6]=1. The yield is 0.308. (4) No catalyst specified. The yield is 0.950. The reactants are S(Cl)([Cl:3])=O.[CH3:5][C:6]1([C:11]([OH:13])=[O:12])[CH2:10][CH2:9][NH:8][CH2:7]1.[CH3:14]O. The product is [ClH:3].[CH3:14][O:12][C:11]([C:6]1([CH3:5])[CH2:10][CH2:9][NH:8][CH2:7]1)=[O:13]. (5) The reactants are Br[C:2]1[CH:7]=[CH:6][C:5]([S:8]([CH3:11])(=[O:10])=[O:9])=[CH:4][N:3]=1.C(N(CC)CC)C.O.[NH2:20][NH2:21]. The catalyst is O. The product is [NH:20]([C:2]1[CH:7]=[CH:6][C:5]([S:8]([CH3:11])(=[O:10])=[O:9])=[CH:4][N:3]=1)[NH2:21]. The yield is 0.860.